From a dataset of Forward reaction prediction with 1.9M reactions from USPTO patents (1976-2016). Predict the product of the given reaction. (1) Given the reactants [NH2:1][C:2]1[N:7]=[C:6]([S:8][CH3:9])[C:5]([C:10]#[N:11])=[C:4]([O:12][C:13]2[CH:18]=[CH:17][CH:16]=[CH:15][CH:14]=2)[N:3]=1.C1(C2[O:27]N2S(C2C=CC=CC=2)(=O)=O)C=CC=CC=1, predict the reaction product. The product is: [NH2:1][C:2]1[N:7]=[C:6]([S:8]([CH3:9])=[O:27])[C:5]([C:10]#[N:11])=[C:4]([O:12][C:13]2[CH:18]=[CH:17][CH:16]=[CH:15][CH:14]=2)[N:3]=1. (2) Given the reactants C[C:2]1([C:12]([O-:14])=[O:13])[CH2:7][CH:6]=[CH:5][C:4](C)([C:8]([O-:10])=O)[NH:3]1.[CH3:15]O.[BH4-].[Na+], predict the reaction product. The product is: [OH:10][CH2:8][C:4]1[N:3]=[C:2]([C:12]([O:14][CH3:15])=[O:13])[CH:7]=[CH:6][CH:5]=1. (3) Given the reactants [CH3:1][CH2:2][CH2:3][CH2:4][C:5]1[O:13][C:12]2[CH:11]=[CH:10][C:9]([NH:14][S:15]([CH3:18])(=[O:17])=[O:16])=[CH:8][C:7]=2[C:6]=1[C:19]([C:21]1[CH:22]=[CH:23][C:24]([O:27][CH2:28][CH2:29][CH2:30][N:31]([CH2:36][CH2:37][CH2:38][CH3:39])[CH2:32][CH2:33][CH2:34][CH3:35])=[CH:25][CH:26]=1)=[O:20].Cl.C(=O)(O)[O-].[Na+], predict the reaction product. The product is: [CH3:1][CH2:2][CH2:3][CH2:4][C:5]1[O:13][C:12]2[CH:11]=[CH:10][C:9]([NH:14][S:15]([CH3:18])(=[O:17])=[O:16])=[CH:8][C:7]=2[C:6]=1[C:19]([C:21]1[CH:22]=[CH:23][C:24]([O:27][CH2:28][CH2:29][CH2:30][N:31]([CH2:36][CH2:37][CH2:38][CH3:39])[CH2:32][CH2:33][CH2:34][CH3:35])=[CH:25][CH:26]=1)=[O:20]. (4) Given the reactants [F:1][C:2]1[CH:7]=[C:6]([N+:8]([O-])=O)[CH:5]=[CH:4][C:3]=1[OH:11], predict the reaction product. The product is: [F:1][C:2]1[CH:7]=[C:6]([NH2:8])[CH:5]=[CH:4][C:3]=1[OH:11]. (5) Given the reactants C1N(P(Cl)(N2C(=O)OCC2)=O)C(=O)OC1.[CH2:16]([O:18][C:19]([CH:21]=[CH:22][CH:23]1[NH:28][CH:27]([C:29]2[CH:34]=[C:33]([F:35])[C:32]([F:36])=[C:31]([F:37])[CH:30]=2)[CH2:26][N:25]([C:38]([O:40][CH3:41])=[O:39])[CH2:24]1)=[O:20])[CH3:17].[CH:42]([CH2:44][C:45](O)=[O:46])=[CH2:43].Cl, predict the reaction product. The product is: [C:45]([N:28]1[CH:27]([C:29]2[CH:34]=[C:33]([F:35])[C:32]([F:36])=[C:31]([F:37])[CH:30]=2)[CH2:26][N:25]([C:38]([O:40][CH3:41])=[O:39])[CH2:24][CH:23]1[CH:22]=[CH:21][C:19]([O:18][CH2:16][CH3:17])=[O:20])(=[O:46])[CH2:44][CH:42]=[CH2:43]. (6) Given the reactants [CH2:1]([C:3]([C:15]1[CH:20]=[CH:19][C:18](/[CH:21]=[CH:22]/[C:23](=[O:26])[CH2:24][CH3:25])=[C:17]([CH3:27])[CH:16]=1)([C:6]1[CH:11]=[C:10]([CH3:12])[C:9]([OH:13])=[C:8]([CH3:14])[CH:7]=1)[CH2:4][CH3:5])[CH3:2].[NH4+].[Cl-].[CH2:30]1COC[CH2:31]1, predict the reaction product. The product is: [CH2:1]([C:3]([C:6]1[CH:7]=[C:8]([CH3:14])[C:9]([OH:13])=[C:10]([CH3:12])[CH:11]=1)([C:15]1[CH:20]=[CH:19][C:18](/[CH:21]=[CH:22]/[C:23]([CH2:30][CH3:31])([OH:26])[CH2:24][CH3:25])=[C:17]([CH3:27])[CH:16]=1)[CH2:4][CH3:5])[CH3:2]. (7) Given the reactants Cl[C:2]1[N:7]=[CH:6][N:5]=[C:4]2[N:8]([C:11]3[CH:16]=[CH:15][CH:14]=[CH:13][CH:12]=3)[N:9]=[CH:10][C:3]=12.[C:17]1([CH:23]([C:30]2[CH:35]=[CH:34][CH:33]=[CH:32][CH:31]=2)[N:24]2[CH2:29][CH2:28][NH:27][CH2:26][CH2:25]2)[CH:22]=[CH:21][CH:20]=[CH:19][CH:18]=1.CCN(CC)CC, predict the reaction product. The product is: [CH:23]([N:24]1[CH2:29][CH2:28][N:27]([C:2]2[N:7]=[CH:6][N:5]=[C:4]3[N:8]([C:11]4[CH:16]=[CH:15][CH:14]=[CH:13][CH:12]=4)[N:9]=[CH:10][C:3]=23)[CH2:26][CH2:25]1)([C:30]1[CH:35]=[CH:34][CH:33]=[CH:32][CH:31]=1)[C:17]1[CH:22]=[CH:21][CH:20]=[CH:19][CH:18]=1.